From a dataset of Forward reaction prediction with 1.9M reactions from USPTO patents (1976-2016). Predict the product of the given reaction. Given the reactants Br[C:2]1[N:6]2[N:7]=[C:8]([N:11]3[CH2:16][CH2:15][N:14]([C:17]([NH:19][CH:20]([CH3:22])[CH3:21])=[O:18])[CH2:13][CH2:12]3)[CH:9]=[CH:10][C:5]2=[N:4][CH:3]=1.[C:23]1(B(O)O)[CH:28]=[CH:27][CH:26]=[CH:25][CH:24]=1.O.[O-]P([O-])([O-])=O.[K+].[K+].[K+].[Cl:41]CCl.N#N, predict the reaction product. The product is: [ClH:41].[CH:20]([NH:19][C:17]([N:14]1[CH2:15][CH2:16][N:11]([C:8]2[CH:9]=[CH:10][C:5]3[N:6]([C:2]([C:23]4[CH:28]=[CH:27][CH:26]=[CH:25][CH:24]=4)=[CH:3][N:4]=3)[N:7]=2)[CH2:12][CH2:13]1)=[O:18])([CH3:22])[CH3:21].